This data is from Reaction yield outcomes from USPTO patents with 853,638 reactions. The task is: Predict the reaction yield, written as a fraction of the theoretical maximum amount of product (1.0 means a 100% yield; for example, 0.34 means a 34% yield). (1) The reactants are [Cl-].O[NH3+:3].[C:4](=[O:7])([O-])[OH:5].[Na+].CS(C)=O.[CH2:13]([C:17]1[N:18]([CH2:31][C:32]2[CH:37]=[CH:36][C:35]([C:38]3[C:39]([C:44]#[N:45])=[CH:40][CH:41]=[CH:42][CH:43]=3)=[CH:34][CH:33]=2)[C:19](=[O:30])[C:20]([C:24]2[CH:25]=[N:26][N:27]([CH3:29])[CH:28]=2)=[C:21]([CH3:23])[N:22]=1)[CH2:14][CH2:15][CH3:16]. The catalyst is O. The product is [CH2:13]([C:17]1[N:18]([CH2:31][C:32]2[CH:33]=[CH:34][C:35]([C:38]3[CH:43]=[CH:42][CH:41]=[CH:40][C:39]=3[C:44]3[NH:3][C:4](=[O:7])[O:5][N:45]=3)=[CH:36][CH:37]=2)[C:19](=[O:30])[C:20]([C:24]2[CH:25]=[N:26][N:27]([CH3:29])[CH:28]=2)=[C:21]([CH3:23])[N:22]=1)[CH2:14][CH2:15][CH3:16]. The yield is 0.270. (2) The reactants are [Br:1][C:2]1[C:7]([C:8]2[C:9](=[O:22])[N:10]([CH2:20][CH3:21])[C:11]3[C:16]([CH:17]=2)=[CH:15][N:14]=[C:13]([NH:18][CH3:19])[CH:12]=3)=[CH:6][C:5]([NH:23][C:24]([NH:26][C:27]2[CH:32]=[CH:31][CH:30]=[C:29]([CH2:33][N:34]3[CH2:39][CH2:38][N:37]([CH3:40])[CH2:36][CH2:35]3)[CH:28]=2)=[O:25])=[C:4]([F:41])[CH:3]=1.[ClH:42]. The catalyst is CC#N. The product is [ClH:42].[ClH:42].[Br:1][C:2]1[C:7]([C:8]2[C:9](=[O:22])[N:10]([CH2:20][CH3:21])[C:11]3[C:16]([CH:17]=2)=[CH:15][N:14]=[C:13]([NH:18][CH3:19])[CH:12]=3)=[CH:6][C:5]([NH:23][C:24]([NH:26][C:27]2[CH:32]=[CH:31][CH:30]=[C:29]([CH2:33][N:34]3[CH2:35][CH2:36][N:37]([CH3:40])[CH2:38][CH2:39]3)[CH:28]=2)=[O:25])=[C:4]([F:41])[CH:3]=1. The yield is 0.930. (3) The reactants are [H-].[Na+].[Br-].[C:4]([CH2:7][CH2:8][CH2:9][CH2:10][CH2:11][CH2:12][CH2:13][CH2:14][P+](C1C=CC=CC=1)(C1C=CC=CC=1)C1C=CC=CC=1)([OH:6])=[O:5].[F:34][C:35]1[CH:42]=[CH:41][C:38]([CH:39]=O)=[CH:37][CH:36]=1.Cl. The catalyst is O1CCCC1.O. The product is [F:34][C:35]1[CH:42]=[CH:41][C:38]([CH:39]=[CH:14][CH2:13][CH2:12][CH2:11][CH2:10][CH2:9][CH2:8][CH2:7][C:4]([OH:6])=[O:5])=[CH:37][CH:36]=1. The yield is 0.190. (4) The reactants are [C:1]([O:5][C:6]([N:8]1[C:16]2[C:11](=[CH:12][CH:13]=[C:14]([CH:17]=[O:18])[CH:15]=2)[CH:10]=[CH:9]1)=[O:7])([CH3:4])([CH3:3])[CH3:2].[BH4-].[Na+]. The catalyst is CO.C(OCC)(=O)C. The product is [C:1]([O:5][C:6]([N:8]1[C:16]2[C:11](=[CH:12][CH:13]=[C:14]([CH2:17][OH:18])[CH:15]=2)[CH:10]=[CH:9]1)=[O:7])([CH3:4])([CH3:2])[CH3:3]. The yield is 0.780. (5) The reactants are [CH3:1][C:2]1[C:6]([C:7]2[NH:24][C:10]3=[N:11][CH:12]=[C:13](B4OC(C)(C)C(C)(C)O4)[CH:14]=[C:9]3[CH:8]=2)=[C:5]([CH3:25])[O:4][N:3]=1.FC(F)(F)S(O[C:32]1[N:36]([CH2:37][CH3:38])[N:35]=[C:34]([C:39]2[CH:40]=[N:41][CH:42]=[CH:43][CH:44]=2)[CH:33]=1)(=O)=O.C(=O)([O-])[O-].[K+].[K+]. The catalyst is O1CCOCC1.O.C1C=CC([P]([Pd]([P](C2C=CC=CC=2)(C2C=CC=CC=2)C2C=CC=CC=2)([P](C2C=CC=CC=2)(C2C=CC=CC=2)C2C=CC=CC=2)[P](C2C=CC=CC=2)(C2C=CC=CC=2)C2C=CC=CC=2)(C2C=CC=CC=2)C2C=CC=CC=2)=CC=1. The product is [CH2:37]([N:36]1[C:32]([C:13]2[CH:14]=[C:9]3[CH:8]=[C:7]([C:6]4[C:2]([CH3:1])=[N:3][O:4][C:5]=4[CH3:25])[NH:24][C:10]3=[N:11][CH:12]=2)=[CH:33][C:34]([C:39]2[CH:40]=[N:41][CH:42]=[CH:43][CH:44]=2)=[N:35]1)[CH3:38]. The yield is 0.556. (6) The reactants are Br[CH2:2][CH:3]1[CH2:5][CH2:4]1.C(=O)([O-])[O-].[K+].[K+].[CH2:12]([O:19][C:20]1[CH:25]=[CH:24][NH:23][C:22](=[O:26])[CH:21]=1)[C:13]1[CH:18]=[CH:17][CH:16]=[CH:15][CH:14]=1. The catalyst is C(#N)C. The product is [CH2:12]([O:19][C:20]1[CH:25]=[CH:24][N:23]([CH2:2][CH:3]2[CH2:5][CH2:4]2)[C:22](=[O:26])[CH:21]=1)[C:13]1[CH:14]=[CH:15][CH:16]=[CH:17][CH:18]=1. The yield is 0.980.